Dataset: Reaction yield outcomes from USPTO patents with 853,638 reactions. Task: Predict the reaction yield, written as a fraction of the theoretical maximum amount of product (1.0 means a 100% yield; for example, 0.34 means a 34% yield). (1) The reactants are Cl[C:2]1[C:3]([F:20])=[N:4][C:5]([F:19])=[C:6]([F:18])[C:7]=1[CH2:8][O:9][C:10](=[O:17])[C:11]1[CH:16]=[CH:15][CH:14]=[CH:13][CH:12]=1.C(N(CC)CC)C. The catalyst is [Pd].C(O)C. The product is [F:19][C:5]1[C:6]([F:18])=[C:7]([CH2:8][O:9][C:10](=[O:17])[C:11]2[CH:16]=[CH:15][CH:14]=[CH:13][CH:12]=2)[CH:2]=[C:3]([F:20])[N:4]=1. The yield is 0.850. (2) The reactants are [CH2:1]([N:8]([CH2:12][C:13]1[N:14]=[CH:15][NH:16][C:17]=1[C:18]([O:20][CH3:21])=[O:19])[CH2:9][CH2:10]Cl)[C:2]1[CH:7]=[CH:6][CH:5]=[CH:4][CH:3]=1. The catalyst is C(#N)C. The product is [CH2:1]([N:8]1[CH2:9][CH2:10][N:14]2[CH:15]=[N:16][C:17]([C:18]([O:20][CH3:21])=[O:19])=[C:13]2[CH2:12]1)[C:2]1[CH:7]=[CH:6][CH:5]=[CH:4][CH:3]=1. The yield is 0.640.